Dataset: Full USPTO retrosynthesis dataset with 1.9M reactions from patents (1976-2016). Task: Predict the reactants needed to synthesize the given product. (1) Given the product [CH3:1][O:2][C:3](=[O:32])[N:4]=[C:5]([S:30][CH3:31])[C:6]([C:20]1[CH:25]=[C:24]([O:26][CH3:27])[CH:23]=[C:22]([CH2:28][F:43])[CH:21]=1)=[N:7][C:8]1[CH:13]=[CH:12][C:11]([C:14]2[N:18]=[C:17]([CH3:19])[O:16][N:15]=2)=[CH:10][CH:9]=1, predict the reactants needed to synthesize it. The reactants are: [CH3:1][O:2][C:3](=[O:32])[N:4]=[C:5]([S:30][CH3:31])[C:6]([C:20]1[CH:25]=[C:24]([O:26][CH3:27])[CH:23]=[C:22]([CH2:28]O)[CH:21]=1)=[N:7][C:8]1[CH:13]=[CH:12][C:11]([C:14]2[N:18]=[C:17]([CH3:19])[O:16][N:15]=2)=[CH:10][CH:9]=1.COCCN(S(F)(F)[F:43])CCOC.[Cl-].[NH4+].C(OCC)(=O)C. (2) Given the product [N+:46]([C:44]1[CH:43]=[CH:42][C:40]2[NH:41][C:37]([C:33]3[NH:32][CH:36]=[CH:35][CH:34]=3)=[N:38][C:39]=2[CH:45]=1)([O-:2])=[O:47], predict the reactants needed to synthesize it. The reactants are: Cl.[O:2]1C=CC=C1C1NC2C=CC(N)=CC=2N=1.S1C=CC=C1C1NC2C=CC(N)=CC=2N=1.[NH:32]1[CH:36]=[CH:35][CH:34]=[C:33]1[C:37]1[NH:41][C:40]2[CH:42]=[CH:43][C:44]([NH2:46])=[CH:45][C:39]=2[N:38]=1.[OH2:47]. (3) Given the product [Si:40]([O:39][C@H:38]([C:47]1[CH:56]=[CH:55][C:54]([OH:57])=[C:53]2[C:48]=1[CH:49]=[CH:50][C:51](=[O:58])[NH:52]2)[CH2:37][NH:36][CH2:76][C:75]1([OH:77])[CH2:78][CH2:79][N:72]([CH2:71][CH2:70][O:69][CH2:68][CH2:67][C:61]2[CH:62]=[CH:63][CH:64]=[C:65]([Cl:66])[C:60]=2[Cl:59])[CH2:73][CH2:74]1)([C:43]([CH3:46])([CH3:45])[CH3:44])([CH3:42])[CH3:41], predict the reactants needed to synthesize it. The reactants are: OC1C=CC([C@@H](O)CNCC2(O)CCN(CCOCCC3C=CC=CC=3)CC2)=C2C=1NC(=O)C=C2.[NH2:36][CH2:37][C@@H:38]([C:47]1[CH:56]=[CH:55][C:54]([OH:57])=[C:53]2[C:48]=1[CH:49]=[CH:50][C:51](=[O:58])[NH:52]2)[O:39][Si:40]([C:43]([CH3:46])([CH3:45])[CH3:44])([CH3:42])[CH3:41].[Cl:59][C:60]1[C:65]([Cl:66])=[CH:64][CH:63]=[CH:62][C:61]=1[CH2:67][CH2:68][O:69][CH2:70][CH2:71][N:72]1[CH2:79][CH2:78][C:75]2([O:77][CH2:76]2)[CH2:74][CH2:73]1. (4) Given the product [C:1]([O:5][C:6](=[O:15])[NH:7][C@H:8]1[CH2:9][CH2:10][C@H:11]([O:14][CH3:18])[CH2:12][CH2:13]1)([CH3:4])([CH3:2])[CH3:3], predict the reactants needed to synthesize it. The reactants are: [C:1]([O:5][C:6](=[O:15])[NH:7][C@H:8]1[CH2:13][CH2:12][C@H:11]([OH:14])[CH2:10][CH2:9]1)([CH3:4])([CH3:3])[CH3:2].[H-].[Na+].[CH2:18]1OCCOCCOCCOCCOC1.IC. (5) The reactants are: CN(C(ON1N=NC2C=CC=NC1=2)=[N+](C)C)C.F[P-](F)(F)(F)(F)F.[NH2:25][CH2:26][C:27]1[C:28]([F:44])=[C:29]([O:34][C:35]2[CH:36]=[C:37]([CH:40]=[C:41]([Cl:43])[CH:42]=2)[C:38]#[N:39])[C:30]([Cl:33])=[CH:31][CH:32]=1.[Br:45][C:46]1[C:54]2[C:49](=[CH:50][CH:51]=[C:52]([NH:55][C:56]([O:58][C:59]([CH3:62])([CH3:61])[CH3:60])=[O:57])[CH:53]=2)[NH:48][C:47]=1[C:63](O)=[O:64].C(N(C(C)C)CC)(C)C. Given the product [Br:45][C:46]1[C:54]2[C:49](=[CH:50][CH:51]=[C:52]([NH:55][C:56](=[O:57])[O:58][C:59]([CH3:60])([CH3:61])[CH3:62])[CH:53]=2)[NH:48][C:47]=1[C:63]([NH:25][CH2:26][C:27]1[CH:32]=[CH:31][C:30]([Cl:33])=[C:29]([O:34][C:35]2[CH:36]=[C:37]([C:38]#[N:39])[CH:40]=[C:41]([Cl:43])[CH:42]=2)[C:28]=1[F:44])=[O:64], predict the reactants needed to synthesize it. (6) The reactants are: [NH:1]1[CH2:5][CH2:4][CH2:3][CH2:2]1.[Si:6]([O:13][C:14]1[C:15]([F:22])=[C:16]([CH:19]=[CH:20][CH:21]=1)[CH:17]=O)([C:9]([CH3:12])([CH3:11])[CH3:10])([CH3:8])[CH3:7].C(O[BH-](OC(=O)C)OC(=O)C)(=O)C.[Na+].O. Given the product [Si:6]([O:13][C:14]1[C:15]([F:22])=[C:16]([CH:19]=[CH:20][CH:21]=1)[CH2:17][N:1]1[CH2:5][CH2:4][CH2:3][CH2:2]1)([C:9]([CH3:12])([CH3:11])[CH3:10])([CH3:8])[CH3:7], predict the reactants needed to synthesize it. (7) The reactants are: [N:1]1([C:7]2[N:8]=[CH:9][C:10]([C:13]([OH:15])=O)=[N:11][CH:12]=2)[CH2:6][CH2:5][CH2:4][CH2:3][CH2:2]1.[F:16][C:17]1[CH:22]=[C:21]([C:23]2[CH:31]=[C:30]3[C:26]([C:27]([C:32]4[NH:33][C:34]5[CH2:39][CH2:38][NH:37][CH2:36][C:35]=5[N:40]=4)=[N:28][NH:29]3)=[CH:25][CH:24]=2)[C:20]([CH2:41][C:42]([F:45])([F:44])[F:43])=[CH:19][C:18]=1[OH:46]. Given the product [CH2:2]([NH:1][CH2:6][CH3:5])[CH3:3].[F:16][C:17]1[C:18]([OH:46])=[CH:19][C:20]([CH2:41][C:42]([F:43])([F:44])[F:45])=[C:21]([C:23]2[CH:31]=[C:30]3[C:26]([C:27]([C:32]4[NH:33][C:34]5[CH2:39][CH2:38][N:37]([C:13]([C:10]6[CH:9]=[N:8][C:7]([N:1]7[CH2:2][CH2:3][CH2:4][CH2:5][CH2:6]7)=[CH:12][N:11]=6)=[O:15])[CH2:36][C:35]=5[N:40]=4)=[N:28][NH:29]3)=[CH:25][CH:24]=2)[CH:22]=1, predict the reactants needed to synthesize it. (8) The reactants are: [Cl:1][C:2]1[CH:9]=[CH:8][C:5]([CH2:6]Br)=[CH:4][CH:3]=1.[CH2:10]([O:12][C:13](=[O:34])[C:14]1[CH:19]=[CH:18][N:17]=[C:16]([N:20]2[C:24]([CH3:25])=[CH:23][CH:22]=[C:21]2[C:26]2[CH:31]=[C:30]([Cl:32])[CH:29]=[CH:28][C:27]=2[OH:33])[CH:15]=1)[CH3:11].C([O-])([O-])=O.[K+].[K+]. Given the product [CH2:10]([O:12][C:13](=[O:34])[C:14]1[CH:19]=[CH:18][N:17]=[C:16]([N:20]2[C:24]([CH3:25])=[CH:23][CH:22]=[C:21]2[C:26]2[CH:31]=[C:30]([Cl:32])[CH:29]=[CH:28][C:27]=2[O:33][CH2:6][C:5]2[CH:8]=[CH:9][C:2]([Cl:1])=[CH:3][CH:4]=2)[CH:15]=1)[CH3:11], predict the reactants needed to synthesize it.